This data is from Forward reaction prediction with 1.9M reactions from USPTO patents (1976-2016). The task is: Predict the product of the given reaction. (1) The product is: [N+:1]([C:4]1[CH:5]=[C:6]([NH:7][C:18](=[O:19])[O:20][C:21]([CH3:24])([CH3:23])[CH3:22])[CH:8]=[CH:9][CH:10]=1)([O-:3])=[O:2]. Given the reactants [N+:1]([C:4]1[CH:5]=[C:6]([CH:8]=[CH:9][CH:10]=1)[NH2:7])([O-:3])=[O:2].C(N(CC)CC)C.[C:18](O[C:18]([O:20][C:21]([CH3:24])([CH3:23])[CH3:22])=[O:19])([O:20][C:21]([CH3:24])([CH3:23])[CH3:22])=[O:19], predict the reaction product. (2) Given the reactants Cl[CH2:2][CH2:3][CH2:4][N:5]1[CH:9]=[CH:8][N:7]=[CH:6]1.C(=O)([O-])[O-].[Cs+].[Cs+].[F:16][C:17]1[CH:23]=[C:22]([N+:24]([O-:26])=[O:25])[CH:21]=[CH:20][C:18]=1[NH2:19], predict the reaction product. The product is: [N:5]1([CH2:4][CH2:3][CH2:2][NH:19][C:18]2[CH:20]=[CH:21][C:22]([N+:24]([O-:26])=[O:25])=[CH:23][C:17]=2[F:16])[CH:9]=[CH:8][N:7]=[CH:6]1. (3) Given the reactants C[O:2][C:3](=[O:16])[CH2:4][O:5][C:6]1[CH:14]=[CH:13][C:12]([SH:15])=[C:11]2[C:7]=1[CH2:8][CH2:9][CH2:10]2.[Cl:17][C:18]1[CH:23]=[CH:22][C:21]([Cl:24])=[CH:20][C:19]=1[CH2:25][O:26][C:27]1[CH:32]=[CH:31][C:30]([CH2:33]Cl)=[CH:29][CH:28]=1.ClC1C=CC(Cl)=CC=1CCl.OCC1C=CC(O)=CC=1.ClCC1(C(F)(F)F)C=CC(OCC2C=CC=CC=2)=CC1, predict the reaction product. The product is: [Cl:17][C:18]1[CH:23]=[CH:22][C:21]([Cl:24])=[CH:20][C:19]=1[CH2:25][O:26][C:27]1[CH:28]=[CH:29][C:30]([CH2:33][S:15][C:12]2[CH:13]=[CH:14][C:6]([O:5][CH2:4][C:3]([OH:2])=[O:16])=[C:7]3[C:11]=2[CH2:10][CH2:9][CH2:8]3)=[CH:31][CH:32]=1. (4) Given the reactants O[CH2:2][CH2:3][CH2:4][NH:5][C:6](=[O:12])[O:7][C:8]([CH3:11])([CH3:10])[CH3:9].C(N(CC)CC)C.CS(Cl)(=O)=O.[N-:25]=[N+:26]=[N-:27].[Na+], predict the reaction product. The product is: [N:25]([CH2:2][CH2:3][CH2:4][NH:5][C:6](=[O:12])[O:7][C:8]([CH3:11])([CH3:10])[CH3:9])=[N+:26]=[N-:27]. (5) Given the reactants Cl[C:2]1[N:6]([CH3:7])[N:5]=[CH:4][C:3]=1[N+:8]([O-:10])=[O:9].[NH:11]1[CH2:16][CH2:15][CH2:14][CH2:13][CH2:12]1, predict the reaction product. The product is: [CH3:7][N:6]1[C:2]([N:11]2[CH2:16][CH2:15][CH2:14][CH2:13][CH2:12]2)=[C:3]([N+:8]([O-:10])=[O:9])[CH:4]=[N:5]1. (6) Given the reactants [I:1][C:2]1[C:3](=[O:21])[N:4]([C:13]([C:15]2[CH:20]=[CH:19][CH:18]=[CH:17][CH:16]=2)=[O:14])[C:5](=[O:12])[N:6]([CH2:8][CH2:9][CH:10]=O)[CH:7]=1.[F:22][C:23]([F:37])([F:36])[C:24]1[CH:25]=[C:26]([C:30]23[CH2:35][CH:34]2[CH2:33][NH:32][CH2:31]3)[CH:27]=[CH:28][CH:29]=1.C(O[BH-](OC(=O)C)OC(=O)C)(=O)C.[Na+], predict the reaction product. The product is: [I:1][C:2]1[C:3](=[O:21])[N:4]([C:13]([C:15]2[CH:20]=[CH:19][CH:18]=[CH:17][CH:16]=2)=[O:14])[C:5](=[O:12])[N:6]([CH2:8][CH2:9][CH2:10][N:32]2[CH2:33][CH:34]3[C:30]([C:26]4[CH:27]=[CH:28][CH:29]=[C:24]([C:23]([F:22])([F:37])[F:36])[CH:25]=4)([CH2:35]3)[CH2:31]2)[CH:7]=1. (7) Given the reactants [CH2:1]([Mg]Br)C.C(N[CH:9]([CH3:11])[CH3:10])(C)C.[C:12]([O:15]CCCC)(=[O:14])[CH3:13].[CH2:20]([O:27][C:28]1[CH:35]=[C:34]2[C:31]([CH2:32][C:33]2([S:38][C:39]2[CH:44]=[CH:43][C:42]([Cl:45])=[CH:41][CH:40]=2)[C:36]#[N:37])=[CH:30][C:29]=1[O:46][CH3:47])[C:21]1[CH:26]=[CH:25][CH:24]=[CH:23][CH:22]=1, predict the reaction product. The product is: [C:9]([O:15][C:12](=[O:14])[CH:13]=[C:36]([NH2:37])[C:33]1([S:38][C:39]2[CH:40]=[CH:41][C:42]([Cl:45])=[CH:43][CH:44]=2)[CH2:32][C:31]2[C:34]1=[CH:35][C:28]([O:27][CH2:20][C:21]1[CH:26]=[CH:25][CH:24]=[CH:23][CH:22]=1)=[C:29]([O:46][CH3:47])[CH:30]=2)([CH3:10])([CH3:11])[CH3:1].